This data is from Catalyst prediction with 721,799 reactions and 888 catalyst types from USPTO. The task is: Predict which catalyst facilitates the given reaction. (1) Reactant: C([O:8][C:9]1[CH:14]=[CH:13][C:12]([N:15]2[C:19]3=[N:20][CH:21]=[C:22]([CH3:24])[CH:23]=[C:18]3[N:17]([CH2:25][CH3:26])[C:16]2=[O:27])=[CH:11][CH:10]=1)C1C=CC=CC=1. Product: [CH2:25]([N:17]1[C:18]2[C:19](=[N:20][CH:21]=[C:22]([CH3:24])[CH:23]=2)[N:15]([C:12]2[CH:13]=[CH:14][C:9]([OH:8])=[CH:10][CH:11]=2)[C:16]1=[O:27])[CH3:26]. The catalyst class is: 43. (2) Reactant: B(Br)(Br)Br.C[O:6][C:7]1[CH:12]=[CH:11][C:10]([CH2:13][C:14]([O:16][CH3:17])=[O:15])=[C:9]([O:18][C:19]2[CH:24]=[CH:23][CH:22]=[CH:21][CH:20]=2)[CH:8]=1. Product: [OH:6][C:7]1[CH:12]=[CH:11][C:10]([CH2:13][C:14]([O:16][CH3:17])=[O:15])=[C:9]([O:18][C:19]2[CH:20]=[CH:21][CH:22]=[CH:23][CH:24]=2)[CH:8]=1. The catalyst class is: 2. (3) Reactant: [H-].[Al+3].[Li+].[H-].[H-].[H-].[CH2:7]([N:14]([CH3:29])[CH2:15][CH2:16][C:17]([NH:19][C:20]1[CH:21]=[C:22]2[C:26](=[CH:27][CH:28]=1)[NH:25][N:24]=[CH:23]2)=O)[C:8]1[CH:13]=[CH:12][CH:11]=[CH:10][CH:9]=1.O. Product: [CH2:7]([N:14]([CH3:29])[CH2:15][CH2:16][CH2:17][NH:19][C:20]1[CH:21]=[C:22]2[C:26](=[CH:27][CH:28]=1)[NH:25][N:24]=[CH:23]2)[C:8]1[CH:9]=[CH:10][CH:11]=[CH:12][CH:13]=1. The catalyst class is: 7. (4) Reactant: [CH2:1]([NH2:3])[CH3:2].CO.[S:6](Cl)([C:9]1[CH:17]=[CH:16][C:12]([N+:13]([O-:15])=[O:14])=[CH:11][CH:10]=1)(=[O:8])=[O:7]. Product: [CH2:1]([NH:3][S:6]([C:9]1[CH:10]=[CH:11][C:12]([N+:13]([O-:15])=[O:14])=[CH:16][CH:17]=1)(=[O:7])=[O:8])[CH3:2]. The catalyst class is: 6. (5) Reactant: [O:1]=[C:2]1[NH:6][C:5](=[O:7])[CH2:4][N:3]1[C@@H:8]([C:16]([CH3:19])([CH3:18])[CH3:17])[C:9]([O:11][C:12]([CH3:15])([CH3:14])[CH3:13])=[O:10].[CH3:20][C:21]1[N:26]=[C:25]([CH2:27]O)[CH:24]=[CH:23][CH:22]=1.C1(P(C2C=CC=CC=2)C2C=CC=CC=2)C=CC=CC=1.N(C(OCC)=O)=NC(OCC)=O. Product: [CH3:17][C:16]([CH3:19])([CH3:18])[C@H:8]([N:3]1[CH2:4][C:5](=[O:7])[N:6]([CH2:27][C:25]2[CH:24]=[CH:23][CH:22]=[C:21]([CH3:20])[N:26]=2)[C:2]1=[O:1])[C:9]([O:11][C:12]([CH3:13])([CH3:15])[CH3:14])=[O:10]. The catalyst class is: 46. (6) The catalyst class is: 2. Reactant: [CH3:1][O:2][C:3]1[CH:4]=[C:5]2[C:9](=[CH:10][C:11]=1[O:12][CH3:13])[C:8](=[O:14])[CH:7]([CH2:15][C:16]1[CH:21]=[CH:20][N:19]=[CH:18][CH:17]=1)[CH2:6]2.ClC1C=CC=C(C(OO)=[O:30])C=1.C(=O)(O)[O-].[Na+]. Product: [CH3:1][O:2][C:3]1[CH:4]=[C:5]2[C:9](=[CH:10][C:11]=1[O:12][CH3:13])[C:8](=[O:14])[CH:7]([CH2:15][C:16]1[CH:21]=[CH:20][N+:19]([O-:30])=[CH:18][CH:17]=1)[CH2:6]2. (7) Reactant: [CH3:1][CH:2]([C:4]1[CH:9]=[CH:8][C:7]([C:10]2[CH:11]=[C:12]([C:16]([O:18][CH2:19][CH3:20])=[O:17])[CH:13]=[N:14][CH:15]=2)=[CH:6][CH:5]=1)[CH3:3].[H][H]. Product: [CH3:3][CH:2]([C:4]1[CH:5]=[CH:6][C:7]([CH:10]2[CH2:15][NH:14][CH2:13][CH:12]([C:16]([O:18][CH2:19][CH3:20])=[O:17])[CH2:11]2)=[CH:8][CH:9]=1)[CH3:1]. The catalyst class is: 29. (8) Reactant: [OH-].[Na+].[Cl:3][C:4]1[CH:5]=[C:6]([SH:11])[CH:7]=[CH:8][C:9]=1[F:10].Cl[CH2:13][C:14](=[O:16])[CH3:15]. Product: [Cl:3][C:4]1[CH:5]=[C:6]([S:11][CH2:13][C:14](=[O:16])[CH3:15])[CH:7]=[CH:8][C:9]=1[F:10]. The catalyst class is: 6.